This data is from Reaction yield outcomes from USPTO patents with 853,638 reactions. The task is: Predict the reaction yield, written as a fraction of the theoretical maximum amount of product (1.0 means a 100% yield; for example, 0.34 means a 34% yield). The reactants are [Cl:1][C:2]1[C:7]([N+:8]([O-])=O)=[C:6]([Cl:11])[N:5]=[C:4]([S:12][CH3:13])[N:3]=1. The catalyst is CCO. The product is [Cl:1][C:2]1[C:7]([NH2:8])=[C:6]([Cl:11])[N:5]=[C:4]([S:12][CH3:13])[N:3]=1. The yield is 0.870.